Dataset: Full USPTO retrosynthesis dataset with 1.9M reactions from patents (1976-2016). Task: Predict the reactants needed to synthesize the given product. (1) Given the product [F:32][C:23]1[CH:24]=[CH:25][C:26]([C:28]([F:31])([F:29])[F:30])=[CH:27][C:22]=1[NH:21][C:19]([NH:18][C:15]1[CH:14]=[CH:13][C:12]([O:11][C:9]2[CH:8]=[CH:7][C:5]3[NH:6][C:2]([NH:1][S:34]([CH3:33])(=[O:36])=[O:35])=[N:3][C:4]=3[CH:10]=2)=[CH:17][CH:16]=1)=[O:20], predict the reactants needed to synthesize it. The reactants are: [NH2:1][C:2]1[NH:6][C:5]2[CH:7]=[CH:8][C:9]([O:11][C:12]3[CH:17]=[CH:16][C:15]([NH:18][C:19]([NH:21][C:22]4[CH:27]=[C:26]([C:28]([F:31])([F:30])[F:29])[CH:25]=[CH:24][C:23]=4[F:32])=[O:20])=[CH:14][CH:13]=3)=[CH:10][C:4]=2[N:3]=1.[CH3:33][S:34](Cl)(=[O:36])=[O:35].C([O-])([O-])=O.[K+].[K+].O. (2) Given the product [F:12][C:13]1[CH:21]=[CH:20][CH:19]=[CH:18][C:14]=1[C:15]([C:25]1[CH:26]=[CH:27][C:22]([O:28][CH3:29])=[CH:23][CH:24]=1)=[O:16], predict the reactants needed to synthesize it. The reactants are: NC1C2C(=CC=CC=2)C=CC=1.[F:12][C:13]1[CH:21]=[CH:20][CH:19]=[CH:18][C:14]=1[C:15](Cl)=[O:16].[C:22]1([O:28][CH3:29])[CH:27]=[CH:26][CH:25]=[CH:24][CH:23]=1.C(Cl)(=O)C1C=CC(OC)=CC=1.